This data is from Catalyst prediction with 721,799 reactions and 888 catalyst types from USPTO. The task is: Predict which catalyst facilitates the given reaction. (1) Reactant: Cl[C:2]1[C:7]([C:8]#[N:9])=[C:6]([O:10]CC)[CH:5]=[CH:4][N:3]=1.[BrH:13]. Product: [Br:13][C:2]1[C:7]([C:8]#[N:9])=[C:6]([OH:10])[CH:5]=[CH:4][N:3]=1. The catalyst class is: 15. (2) Reactant: [C:1]([O:5][C:6](=[O:19])[NH:7][C:8]12[CH2:17][CH:12]3[CH2:13][CH:14]([CH2:16][C:10]([OH:18])([CH2:11]3)[CH2:9]1)[CH2:15]2)([CH3:4])([CH3:3])[CH3:2].C(N(CC)CC)C.[CH3:27][S:28](Cl)(=[O:30])=[O:29]. Product: [CH3:27][S:28]([O:18][C:10]12[CH2:16][CH:14]3[CH2:13][CH:12]([CH2:17][C:8]([NH:7][C:6]([O:5][C:1]([CH3:4])([CH3:2])[CH3:3])=[O:19])([CH2:15]3)[CH2:9]1)[CH2:11]2)(=[O:30])=[O:29]. The catalyst class is: 4.